This data is from Experimentally validated miRNA-target interactions with 360,000+ pairs, plus equal number of negative samples. The task is: Binary Classification. Given a miRNA mature sequence and a target amino acid sequence, predict their likelihood of interaction. (1) The miRNA is hsa-miR-888-3p with sequence GACUGACACCUCUUUGGGUGAA. The protein sequence of the target gene is MCPMLLKNGYNGNATPVTTTAPWASLGLSAKTCNNVSFEESRIVLVVVYSAVCTLGVPANCLTAWLALLQVLQGNVLAVYLLCLALCELLYTGTLPLWVIYIRNQHRWTLGLLACKVTAYIFFCNIYVSILFLCCISCDRFVAVVYALESRGRRRRRTAILISACIFILVGIVHYPVFQTEDKETCFDMLQMDSRIAGYYYARFTVGFAIPLSIIAFTNHRIFRSIKQSMGLSAAQKAKVKHSAIAVVVIFLVCFAPYHLVLLVKAAAFSYYRGDRNAMCGLEERLYTASVVFLCLSTVN.... Result: 1 (interaction). (2) The miRNA is hsa-miR-3908 with sequence GAGCAAUGUAGGUAGACUGUUU. The protein sequence of the target gene is MKYPLMPLVNDLTFSFLVFWFCLPVGLLLLLIIWLRFLLSQDSEENDSSVCLDWEPWSKGPAEFCWKGTLHGQEKERPCW. Result: 0 (no interaction).